From a dataset of Forward reaction prediction with 1.9M reactions from USPTO patents (1976-2016). Predict the product of the given reaction. (1) Given the reactants [CH3:1][NH:2][C:3]1[CH:4]=[N:5][C:6]([N:16]2[CH2:21][CH2:20][S:19][CH2:18][CH2:17]2)=[CH:7][C:8]=1[C:9]1[CH:14]=[CH:13][CH:12]=[CH:11][C:10]=1[CH3:15].C(N(C(C)C)C(C)C)C.[F:31][C:32]([F:50])([F:49])[C:33]1[CH:34]=[C:35]([C:43]([CH3:48])([CH3:47])[C:44](Cl)=[O:45])[CH:36]=[C:37]([C:39]([F:42])([F:41])[F:40])[CH:38]=1, predict the reaction product. The product is: [F:31][C:32]([F:50])([F:49])[C:33]1[CH:34]=[C:35]([C:43]([CH3:48])([CH3:47])[C:44]([N:2]([CH3:1])[C:3]2[CH:4]=[N:5][C:6]([N:16]3[CH2:21][CH2:20][S:19][CH2:18][CH2:17]3)=[CH:7][C:8]=2[C:9]2[CH:14]=[CH:13][CH:12]=[CH:11][C:10]=2[CH3:15])=[O:45])[CH:36]=[C:37]([C:39]([F:42])([F:41])[F:40])[CH:38]=1. (2) Given the reactants [Br:1][C:2]1[N:7]=[CH:6][C:5]([OH:8])=[CH:4][CH:3]=1.[N+:9]([O-])([OH:11])=[O:10].[OH-], predict the reaction product. The product is: [Br:1][C:2]1[N:7]=[C:6]([N+:9]([O-:11])=[O:10])[C:5]([OH:8])=[CH:4][CH:3]=1. (3) Given the reactants [N:1]1([C:5]([C:7]2[N:8]=[CH:9][C:10]([O:13][C:14]3[CH:15]=[C:16]([CH:20]=[C:21]([O:23][C@@H:24]([CH3:28])[CH2:25][O:26][CH3:27])[CH:22]=3)[C:17]([OH:19])=O)=[N:11][CH:12]=2)=[O:6])[CH2:4][CH2:3][CH2:2]1.[CH3:29][C:30]1[N:31]=[CH:32][C:33]([NH2:36])=[N:34][CH:35]=1.CC1CCCO1.CN1CCOCC1.C(P1(=O)OP(=O)(CCC)OP(=O)(CCC)O1)CC, predict the reaction product. The product is: [N:1]1([C:5]([C:7]2[N:8]=[CH:9][C:10]([O:13][C:14]3[CH:15]=[C:16]([CH:20]=[C:21]([O:23][C@@H:24]([CH3:28])[CH2:25][O:26][CH3:27])[CH:22]=3)[C:17]([NH:36][C:33]3[CH:32]=[N:31][C:30]([CH3:29])=[CH:35][N:34]=3)=[O:19])=[N:11][CH:12]=2)=[O:6])[CH2:4][CH2:3][CH2:2]1. (4) Given the reactants [N:1]12[CH2:11]CCN=C1CCCCC2.BrN1[C:17](=[O:18])CCC1=O.[CH2:20]([O:27][C:28]1[C:29]([C:53]2[CH:58]=[CH:57][C:56]([F:59])=[CH:55][CH:54]=2)=[CH:30][C:31]([CH2:51][CH3:52])=[C:32]([CH:50]=1)[O:33][CH2:34][CH2:35][CH2:36][O:37][C:38]1[C:39]([CH2:47][CH2:48][CH3:49])=[C:40]([CH:44]=[CH:45][CH:46]=1)C(N)=O)[C:21]1[CH:26]=[CH:25][CH:24]=[CH:23][CH:22]=1.S(=O)(=O)(O)[O-:61].[Na+], predict the reaction product. The product is: [CH2:20]([O:27][C:28]1[C:29]([C:53]2[CH:58]=[CH:57][C:56]([F:59])=[CH:55][CH:54]=2)=[CH:30][C:31]([CH2:51][CH3:52])=[C:32]([CH:50]=1)[O:33][CH2:34][CH2:35][CH2:36][O:37][C:38]1[C:39]([CH2:47][CH2:48][CH3:49])=[C:40]([NH:1][C:11](=[O:61])[O:18][CH3:17])[CH:44]=[CH:45][CH:46]=1)[C:21]1[CH:22]=[CH:23][CH:24]=[CH:25][CH:26]=1. (5) Given the reactants [CH3:1][C:2]1[N:3]=[C:4]2[S:21][CH:20]=[CH:19][N:5]2[C:6](=[O:18])[C:7]=1[C:8]1[CH:13]=[CH:12][C:11]([C:14]([F:17])([F:16])[F:15])=[CH:10][CH:9]=1.[CH:22]1([O:27][C:28]2[C:35]([O:36][CH3:37])=[CH:34][CH:33]=[CH:32][C:29]=2[CH:30]=O)[CH2:26][CH2:25][CH2:24][CH2:23]1.[O-]CC.[Na+], predict the reaction product. The product is: [CH:22]1([O:27][C:28]2[C:35]([O:36][CH3:37])=[CH:34][CH:33]=[CH:32][C:29]=2/[CH:30]=[CH:1]/[C:2]2[N:3]=[C:4]3[S:21][CH:20]=[CH:19][N:5]3[C:6](=[O:18])[C:7]=2[C:8]2[CH:13]=[CH:12][C:11]([C:14]([F:17])([F:15])[F:16])=[CH:10][CH:9]=2)[CH2:23][CH2:24][CH2:25][CH2:26]1. (6) Given the reactants Br[CH2:2][C:3]1[C:8]([Cl:9])=[C:7]([Cl:10])[CH:6]=[CH:5][C:4]=1[Cl:11].[NH2:12][C:13]1[CH:18]=[C:17]([CH3:19])[N:16]=[C:15]([SH:20])[N:14]=1.C(N(CC)CC)C, predict the reaction product. The product is: [CH3:19][C:17]1[N:16]=[C:15]([S:20][CH2:2][C:3]2[C:4]([Cl:11])=[CH:5][CH:6]=[C:7]([Cl:10])[C:8]=2[Cl:9])[N:14]=[C:13]([NH2:12])[CH:18]=1. (7) Given the reactants [CH3:1][O:2][C:3]1[CH:8]=[C:7]([N+:9]([O-])=O)[CH:6]=[CH:5][C:4]=1[N:12]1[CH:16]=[N:15][C:14]([CH3:17])=[N:13]1, predict the reaction product. The product is: [CH3:1][O:2][C:3]1[CH:8]=[C:7]([NH2:9])[CH:6]=[CH:5][C:4]=1[N:12]1[CH:16]=[N:15][C:14]([CH3:17])=[N:13]1.